This data is from Full USPTO retrosynthesis dataset with 1.9M reactions from patents (1976-2016). The task is: Predict the reactants needed to synthesize the given product. The reactants are: [F:1][C:2]1([F:23])[C@H:6]([OH:7])[C@@H:5]([CH2:8][OH:9])[O:4][C@H:3]1[N:10]1[CH:15]=[CH:14][C:13]([NH:16][C:17]([O:19][CH2:20][CH3:21])=[O:18])=[N:12][C:11]1=[O:22].CCN(CC)CC.[C:31](O[C:31]([O:33][C:34]([CH3:37])([CH3:36])[CH3:35])=[O:32])([O:33][C:34]([CH3:37])([CH3:36])[CH3:35])=[O:32]. Given the product [C:34]([O:33][C:31]([O:7][C@@H:6]1[C@@H:5]([CH2:8][OH:9])[O:4][C@@H:3]([N:10]2[CH:15]=[CH:14][C:13]([NH:16][C:17]([O:19][CH2:20][CH3:21])=[O:18])=[N:12][C:11]2=[O:22])[C:2]1([F:1])[F:23])=[O:32])([CH3:37])([CH3:36])[CH3:35], predict the reactants needed to synthesize it.